From a dataset of Reaction yield outcomes from USPTO patents with 853,638 reactions. Predict the reaction yield, written as a fraction of the theoretical maximum amount of product (1.0 means a 100% yield; for example, 0.34 means a 34% yield). (1) The reactants are O.O.[Sn](Cl)Cl.[Cl:6][C:7]1[CH:12]=[C:11]([F:13])[C:10]([N+:14]([O-])=O)=[CH:9][C:8]=1[F:17].C(=O)(O)[O-].[Na+]. The catalyst is C(OCC)(=O)C. The product is [Cl:6][C:7]1[C:8]([F:17])=[CH:9][C:10]([NH2:14])=[C:11]([F:13])[CH:12]=1. The yield is 0.739. (2) The reactants are C[Al](C)C.[Cl:5][C:6]1[CH:13]=[CH:12][C:9]([CH2:10][NH2:11])=[CH:8][CH:7]=1.[OH:14][CH2:15][C:16]#[C:17][C:18]1[N:19]=[C:20]2[C:25](=[CH:26][CH:27]=1)[N:24]([CH3:28])[CH:23]=[C:22]([C:29](OCC)=[O:30])[C:21]2=[O:34]. The catalyst is C(Cl)Cl. The product is [Cl:5][C:6]1[CH:13]=[CH:12][C:9]([CH2:10][NH:11][C:29]([C:22]2[C:21](=[O:34])[C:20]3[C:25](=[CH:26][CH:27]=[C:18]([C:17]#[C:16][CH2:15][OH:14])[N:19]=3)[N:24]([CH3:28])[CH:23]=2)=[O:30])=[CH:8][CH:7]=1. The yield is 0.520. (3) The reactants are [CH3:1][NH:2][C:3]1[S:4][C@H:5]2[O:11][C@H:10]([CH2:12][OH:13])[C@@H:9]([OH:14])[C@H:8]([OH:15])[C@H:6]2[N:7]=1.CCN(C(C)C)C(C)C.[CH3:37][C:36]([O:35][C:33](O[C:33]([O:35][C:36]([CH3:39])([CH3:38])[CH3:37])=[O:34])=[O:34])([CH3:39])[CH3:38].CO. The catalyst is CN(C=O)C. The product is [OH:14][C@@H:9]1[C@@H:10]([CH2:12][OH:13])[O:11][C@H:5]2[C@H:6]([N:7]=[C:3]([N:2]([CH3:1])[C:33](=[O:34])[O:35][C:36]([CH3:37])([CH3:38])[CH3:39])[S:4]2)[C@H:8]1[OH:15]. The yield is 0.960. (4) The reactants are ClC(O[C:6](Cl)=[O:7])(Cl)Cl.[N:9]1[C:18]2[C:13](=CC=CC=2)[CH:12]=[CH:11]C=1.[F:19][C:20]1[CH:53]=[C:52]([F:54])[C:51]([F:55])=[CH:50][C:21]=1[CH2:22][O:23][CH2:24][C@@H:25]1[CH2:29][C@@H:28]([S:30][C:31]([C:44]2[CH:49]=[CH:48][CH:47]=[CH:46][CH:45]=2)([C:38]2[CH:43]=[CH:42][CH:41]=[CH:40][CH:39]=2)[C:32]2[CH:37]=[CH:36][CH:35]=[CH:34][CH:33]=2)[CH2:27][NH:26]1.N1CCCC1. The catalyst is C(Cl)Cl. The product is [N:9]1([C:6]([N:26]2[CH2:27][C@H:28]([S:30][C:31]([C:38]3[CH:43]=[CH:42][CH:41]=[CH:40][CH:39]=3)([C:32]3[CH:33]=[CH:34][CH:35]=[CH:36][CH:37]=3)[C:44]3[CH:45]=[CH:46][CH:47]=[CH:48][CH:49]=3)[CH2:29][C@H:25]2[CH2:24][O:23][CH2:22][C:21]2[CH:50]=[C:51]([F:55])[C:52]([F:54])=[CH:53][C:20]=2[F:19])=[O:7])[CH2:11][CH2:12][CH2:13][CH2:18]1. The yield is 0.590. (5) The reactants are [C:1]1([C:7]([C:22]2[CH:27]=[CH:26][CH:25]=[CH:24][CH:23]=2)([C:16]2[CH:21]=[CH:20][CH:19]=[CH:18][CH:17]=2)[S:8][CH2:9][CH2:10][NH:11][C:12](=[O:15])[CH2:13]Cl)[CH:6]=[CH:5][CH:4]=[CH:3][CH:2]=1.C([N:30]([CH2:33][CH3:34])CC)C. The catalyst is ClCCl. The product is [C:1]1([C:7]([C:22]2[CH:27]=[CH:26][CH:25]=[CH:24][CH:23]=2)([C:16]2[CH:21]=[CH:20][CH:19]=[CH:18][CH:17]=2)[S:8][CH2:9][CH2:10][NH:11][C:12](=[O:15])[CH2:13][NH:30][CH2:33][CH2:34][S:8][C:7]([C:1]2[CH:6]=[CH:5][CH:4]=[CH:3][CH:2]=2)([C:22]2[CH:23]=[CH:24][CH:25]=[CH:26][CH:27]=2)[C:16]2[CH:17]=[CH:18][CH:19]=[CH:20][CH:21]=2)[CH:6]=[CH:5][CH:4]=[CH:3][CH:2]=1. The yield is 0.599. (6) The reactants are [CH3:1][O:2][C:3]1[CH:4]=[C:5]2[C:14](=[CH:15][CH:16]=1)[N:13]=[CH:12][C:11]1[O:10][CH2:9][C:8]([C:17]([OH:19])=[O:18])=[CH:7][C:6]2=1. The catalyst is [Pd].CO.O1CCCC1. The product is [CH3:1][O:2][C:3]1[CH:4]=[C:5]2[C:14](=[CH:15][CH:16]=1)[N:13]=[CH:12][C:11]1[O:10][CH2:9][CH:8]([C:17]([OH:19])=[O:18])[CH2:7][C:6]2=1. The yield is 0.740. (7) The reactants are [NH2:1][C:2]1[C:3]([CH3:17])=[C:4]([CH:13]=[CH:14][C:15]=1[CH3:16])[CH2:5][NH:6][C:7](=[O:12])[C:8]([CH3:11])([CH3:10])[CH3:9].[C:18](N1C=CC=CC1=O)(N1C=CC=CC1=O)=[S:19]. No catalyst specified. The product is [CH3:17][C:3]1[C:2]([N:1]=[C:18]=[S:19])=[C:15]([CH3:16])[CH:14]=[CH:13][C:4]=1[CH2:5][NH:6][C:7](=[O:12])[C:8]([CH3:11])([CH3:10])[CH3:9]. The yield is 0.650.